From a dataset of Full USPTO retrosynthesis dataset with 1.9M reactions from patents (1976-2016). Predict the reactants needed to synthesize the given product. (1) The reactants are: C(O)(C(F)(F)F)=O.[CH3:8][O:9][C:10]([NH:12][CH2:13][C@H:14]1[O:19][CH2:18][CH2:17][N:16](C(OC(C)(C)C)=O)[CH2:15]1)=[O:11]. Given the product [CH3:8][O:9][C:10](=[O:11])[NH:12][CH2:13][C@H:14]1[O:19][CH2:18][CH2:17][NH:16][CH2:15]1, predict the reactants needed to synthesize it. (2) Given the product [CH2:15]([C:2]1[CH:3]=[C:4](/[CH:7]=[CH:8]/[C:9]2[S:10][CH:11]=[C:12]([CH2:26][CH2:25][CH2:24][CH2:23][CH2:22][CH2:21][CH2:20][CH2:19][CH2:18][CH2:17][CH2:16][CH3:15])[CH:13]=2)[S:5][CH:6]=1)[CH2:16][CH2:17][CH2:18][CH2:19][CH2:20][CH2:21][CH2:22][CH2:23][CH2:24][CH2:25][CH3:26], predict the reactants needed to synthesize it. The reactants are: Br[C:2]1[CH:3]=[C:4](/[CH:7]=[CH:8]/[C:9]2[S:10][CH:11]=[C:12](Br)[CH:13]=2)[S:5][CH:6]=1.[CH2:15]([Mg]Br)[CH2:16][CH2:17][CH2:18][CH2:19][CH2:20][CH2:21][CH2:22][CH2:23][CH2:24][CH2:25][CH3:26]. (3) Given the product [F:9][C:10]([F:19])([F:20])[C:11]([C:12]1[O:16][N:15]=[C:14]([NH2:2])[CH:13]=1)([CH3:18])[CH3:17], predict the reactants needed to synthesize it. The reactants are: Cl.[NH2:2]O.C([O-])(O)=O.[Na+].[F:9][C:10]([F:20])([F:19])[C:11]([CH3:18])([CH3:17])[C:12](=[O:16])[CH2:13][C:14]#[N:15].Cl.[OH-].[Na+]. (4) Given the product [O:4]=[C:5]1[CH:6]([C:7]([O:9][CH3:10])=[O:8])[C:15](=[O:17])[CH2:14][CH2:13][NH:12]1, predict the reactants needed to synthesize it. The reactants are: CO.[Na].[O:4]=[C:5]([NH:12][CH2:13][CH2:14][C:15]([O:17]CC)=O)[CH2:6][C:7]([O:9][CH2:10]C)=[O:8].O.